Dataset: Peptide-MHC class II binding affinity with 134,281 pairs from IEDB. Task: Regression. Given a peptide amino acid sequence and an MHC pseudo amino acid sequence, predict their binding affinity value. This is MHC class II binding data. (1) The peptide sequence is VDLAKSLRIAAKIYS. The MHC is DRB1_0901 with pseudo-sequence DRB1_0901. The binding affinity (normalized) is 0.576. (2) The peptide sequence is GELQIVDKGDAAFKI. The MHC is DRB1_0802 with pseudo-sequence DRB1_0802. The binding affinity (normalized) is 0.427.